Task: Predict the product of the given reaction.. Dataset: Forward reaction prediction with 1.9M reactions from USPTO patents (1976-2016) (1) Given the reactants [CH3:1][O:2][C:3](=[O:17])[C:4]1[CH:13]=[C:12]([C:14]#[N:15])[C:7]([C:8]([O:10][CH3:11])=[O:9])=[CH:6][C:5]=1N.N([O-])=O.[Na+].[BrH:22], predict the reaction product. The product is: [CH3:1][O:2][C:3](=[O:17])[C:4]1[CH:13]=[C:12]([C:14]#[N:15])[C:7]([C:8]([O:10][CH3:11])=[O:9])=[CH:6][C:5]=1[Br:22]. (2) Given the reactants [C:1]1([C:9]2[CH:14]=[CH:13][CH:12]=[CH:11][C:10]=2[NH2:15])[CH2:8][CH2:7][CH2:6][CH2:5][CH2:4][CH2:3][CH:2]=1.Cl.Cl[CH2:18][CH2:19][NH:20][CH2:21][CH2:22]Cl, predict the reaction product. The product is: [C:1]1([C:9]2[CH:14]=[CH:13][CH:12]=[CH:11][C:10]=2[N:15]2[CH2:22][CH2:21][NH:20][CH2:19][CH2:18]2)[CH2:8][CH2:7][CH2:6][CH2:5][CH2:4][CH2:3][CH:2]=1.